Dataset: Catalyst prediction with 721,799 reactions and 888 catalyst types from USPTO. Task: Predict which catalyst facilitates the given reaction. (1) Reactant: C1C=C(Cl)C=C(C(OO)=O)C=1.[Cl:12][C:13]1[CH:18]=[CH:17][CH:16]=[C:15]([Cl:19])[C:14]=1[N:20]1[CH:31]=[C:30]([CH3:32])[C:23]2[N:24]=[C:25](SC)[N:26]=[CH:27][C:22]=2[C:21]1=[O:33].CCN(C(C)C)C(C)C.[NH2:43][C:44]1[CH:49]=[CH:48][C:47]([N:50]2[CH2:55][CH2:54][N:53]([C:56]([O:58][C:59]([CH3:62])([CH3:61])[CH3:60])=[O:57])[CH2:52][CH2:51]2)=[CH:46][CH:45]=1. Product: [Cl:12][C:13]1[CH:18]=[CH:17][CH:16]=[C:15]([Cl:19])[C:14]=1[N:20]1[CH:31]=[C:30]([CH3:32])[C:23]2[N:24]=[C:25]([NH:43][C:44]3[CH:49]=[CH:48][C:47]([N:50]4[CH2:55][CH2:54][N:53]([C:56]([O:58][C:59]([CH3:62])([CH3:61])[CH3:60])=[O:57])[CH2:52][CH2:51]4)=[CH:46][CH:45]=3)[N:26]=[CH:27][C:22]=2[C:21]1=[O:33]. The catalyst class is: 390. (2) Reactant: [CH3:1][CH:2]([C:8]([CH3:10])=[O:9])[C:3](OCC)=O.[H-].[Na+].[CH2:13]1C[O:19][S:16](=[O:18])(=[O:17])[CH2:15][CH2:14]1.[OH-].[Na+].Cl. Product: [CH3:1][CH:2]([C:8](=[O:9])[CH3:10])[CH2:3][CH2:13][CH2:14][CH2:15][S:16]([OH:19])(=[O:18])=[O:17]. The catalyst class is: 18. (3) Reactant: [C:1]([O:5][C:6]([N:8]1[C:16]2[C:11](=[CH:12][C:13]([N+:17]([O-])=O)=[CH:14][CH:15]=2)[CH2:10][CH2:9]1)=[O:7])([CH3:4])([CH3:3])[CH3:2].CO. Product: [C:1]([O:5][C:6]([N:8]1[C:16]2[C:11](=[CH:12][C:13]([NH2:17])=[CH:14][CH:15]=2)[CH2:10][CH2:9]1)=[O:7])([CH3:4])([CH3:2])[CH3:3]. The catalyst class is: 304. (4) Reactant: [Cl:1][C:2]1[CH:3]=[CH:4][C:5]([CH2:10][N:11]2[C:16]3[CH:17]=[CH:18][NH:19][C:15]=3[C:14](=[O:20])[NH:13][C:12]2=[S:21])=[C:6]([CH:9]=1)[CH:7]=O.[CH3:22][NH2:23].[BH4-].[Na+]. Product: [Cl:1][C:2]1[CH:3]=[CH:4][C:5]([CH2:10][N:11]2[C:16]3[CH:17]=[CH:18][NH:19][C:15]=3[C:14](=[O:20])[NH:13][C:12]2=[S:21])=[C:6]([CH2:7][NH:23][CH3:22])[CH:9]=1. The catalyst class is: 5. (5) Reactant: [BH4-].[Na+].[CH2:3]([N:6]1[CH2:11][CH2:10][O:9][C:8]([C:13]2[C:14]3[C:18]([CH:19]=[CH:20][CH:21]=2)=[N:17][N:16]([C:22]([C:35]2[CH:40]=[CH:39][CH:38]=[CH:37][CH:36]=2)([C:29]2[CH:34]=[CH:33][CH:32]=[CH:31][CH:30]=2)[C:23]2[CH:28]=[CH:27][CH:26]=[CH:25][CH:24]=2)[CH:15]=3)([OH:12])[CH2:7]1)[CH2:4][CH3:5]. Product: [OH:9][CH2:10][CH2:11][N:6]([CH2:3][CH2:4][CH3:5])[CH2:7][CH:8]([C:13]1[C:14]2[C:18]([CH:19]=[CH:20][CH:21]=1)=[N:17][N:16]([C:22]([C:29]1[CH:34]=[CH:33][CH:32]=[CH:31][CH:30]=1)([C:35]1[CH:36]=[CH:37][CH:38]=[CH:39][CH:40]=1)[C:23]1[CH:28]=[CH:27][CH:26]=[CH:25][CH:24]=1)[CH:15]=2)[OH:12]. The catalyst class is: 88. (6) Reactant: [OH:1][C@H:2]1[CH2:19][CH2:18][C@@:17]2([CH3:20])[C@@H:4]([CH2:5][CH2:6][C@:7]3([CH3:46])[C@@H:16]2[CH2:15][CH2:14][C@H:13]2[C@@:8]3([CH3:45])[CH2:9][CH2:10][C@@:11]3([C:27]([N:29]4[CH2:33][CH2:32][CH2:31][C@@H:30]4[C:34]4[NH:35][C:36]([C:39]5[CH:44]=[CH:43][CH:42]=[CH:41][CH:40]=5)=[CH:37][N:38]=4)=[O:28])[CH2:23][CH2:22][C@@H:21]([C:24]([CH3:26])=[CH2:25])[C@@H:12]32)[C:3]1([CH3:48])[CH3:47].Cl[C:50]1[CH:76]=[C:75](Cl)[CH:74]=[C:73](Cl)[C:51]=1[C:52]([O:54][C:55]([C@H:57]1[CH2:60][C@@H:59]([C:61](OCC2C=CC=CC=2)=[O:62])[C:58]1([CH3:72])[CH3:71])=[O:56])=O. Product: [CH3:71][C:58]1([CH3:72])[CH:59]([C:61]([O:1][C@H:2]2[CH2:19][CH2:18][C@@:17]3([CH3:20])[C@@H:4]([CH2:5][CH2:6][C@:7]4([CH3:46])[C@@H:16]3[CH2:15][CH2:14][C@H:13]3[C@@:8]4([CH3:45])[CH2:9][CH2:10][C@@:11]4([C:27]([N:29]5[CH2:33][CH2:32][CH2:31][C@@H:30]5[C:34]5[NH:35][C:36]([C:39]6[CH:40]=[CH:41][CH:42]=[CH:43][CH:44]=6)=[CH:37][N:38]=5)=[O:28])[CH2:23][CH2:22][C@@H:21]([C:24]([CH3:26])=[CH2:25])[C@@H:12]43)[C:3]2([CH3:48])[CH3:47])=[O:62])[CH2:60][CH:57]1[C:55]([O:54][CH2:52][C:51]1[CH:50]=[CH:76][CH:75]=[CH:74][CH:73]=1)=[O:56]. The catalyst class is: 383. (7) Reactant: Cl[C:2]1[C:3]2[CH:11]=[CH:10][N:9]=[CH:8][C:4]=2[N:5]=[CH:6][N:7]=1.[CH3:12][C:13]1[C:21]([CH3:22])=[C:20]2[C:16]([CH2:17][CH2:18][NH:19]2)=[CH:15][CH:14]=1.N1C=CC=CC=1. Product: [CH3:12][C:13]1[C:21]([CH3:22])=[C:20]2[C:16]([CH2:17][CH2:18][N:19]2[C:2]2[C:3]3[CH:11]=[CH:10][N:9]=[CH:8][C:4]=3[N:5]=[CH:6][N:7]=2)=[CH:15][CH:14]=1. The catalyst class is: 32. (8) Reactant: [I:1][C:2]1[CH:7]=[CH:6][C:5]([O:8][CH3:9])=[CH:4][C:3]=1[S:10][C:11]1[NH:12][C:13]2[C:18]([N:19]=1)=[C:17]([NH2:20])[N:16]=[CH:15][N:14]=2.Cl[CH2:22][C:23](=[O:25])[CH3:24].C([O-])([O-])=O.[Cs+].[Cs+].CO. Product: [NH2:20][C:17]1[N:16]=[CH:15][N:14]=[C:13]2[C:18]=1[N:19]=[C:11]([S:10][C:3]1[CH:4]=[C:5]([O:8][CH3:9])[CH:6]=[CH:7][C:2]=1[I:1])[N:12]2[CH2:22][C:23](=[O:25])[CH3:24]. The catalyst class is: 85.